The task is: Predict the product of the given reaction.. This data is from Forward reaction prediction with 1.9M reactions from USPTO patents (1976-2016). Given the reactants [CH3:1][N:2]1[C:7](=[O:8])[C:6]([C:9]2[CH:14]=[CH:13][N:12]=[CH:11][CH:10]=2)=[C:5]2[C:15](=O)[N:16]([CH2:19][CH2:20][C:21]3[CH:30]=[CH:29][C:28]4[C:23](=[CH:24][CH:25]=[CH:26][CH:27]=4)[N:22]=3)[C:17](=[O:18])[C:4]2=[CH:3]1, predict the reaction product. The product is: [CH3:1][N:2]1[C:7](=[O:8])[C:6]([C:9]2[CH:10]=[CH:11][N:12]=[CH:13][CH:14]=2)=[C:5]2[CH2:15][N:16]([CH2:19][CH2:20][C:21]3[CH:30]=[CH:29][C:28]4[C:23](=[CH:24][CH:25]=[CH:26][CH:27]=4)[N:22]=3)[C:17](=[O:18])[C:4]2=[CH:3]1.